This data is from Full USPTO retrosynthesis dataset with 1.9M reactions from patents (1976-2016). The task is: Predict the reactants needed to synthesize the given product. Given the product [CH3:1][O:2][C:3]1[CH:4]=[CH:5][C:6]2[CH2:7][C@H:8]3[N:19]([C:20]4[CH:25]=[CH:24][CH:23]=[CH:22][CH:21]=4)[CH2:18][CH2:17][C@@:14]4([C:15]=2[CH:16]=1)[C@H:9]3[CH2:10][CH2:11][CH2:12][CH2:13]4, predict the reactants needed to synthesize it. The reactants are: [CH3:1][O:2][C:3]1[CH:4]=[CH:5][C:6]2[CH2:7][C@H:8]3[N:19]([C:20]4[CH:25]=[CH:24][C:23]([N+]([O-])=O)=[CH:22][CH:21]=4)[CH2:18][CH2:17][C@@:14]4([C:15]=2[CH:16]=1)[C@H:9]3[CH2:10][CH2:11][CH2:12][CH2:13]4.P(C(C)(C)C)(C(C)(C)C)C(C)(C)C.CCCCCC.O(C(C)(C)C)[Na].